Predict the reactants needed to synthesize the given product. From a dataset of Full USPTO retrosynthesis dataset with 1.9M reactions from patents (1976-2016). (1) Given the product [CH3:29][N:35]([CH3:34])[CH2:2][C:3]([C:6]1[CH:11]=[CH:10][N:9]2[C:12]([C:22]3[CH:27]=[CH:26][N:25]=[C:24]([NH2:28])[N:23]=3)=[C:13]([C:15]3[CH:20]=[CH:19][C:18]([F:21])=[CH:17][CH:16]=3)[N:14]=[C:8]2[CH:7]=1)([CH3:5])[CH3:4], predict the reactants needed to synthesize it. The reactants are: N[CH2:2][C:3]([C:6]1[CH:11]=[CH:10][N:9]2[C:12]([C:22]3[CH:27]=[CH:26][N:25]=[C:24]([NH2:28])[N:23]=3)=[C:13]([C:15]3[CH:20]=[CH:19][C:18]([F:21])=[CH:17][CH:16]=3)[N:14]=[C:8]2[CH:7]=1)([CH3:5])[CH3:4].[CH3:29]O.C=O.[BH3-][C:34]#[N:35].[Na+]. (2) The reactants are: [CH:1]1([C:7]2[CH:40]=[CH:39][C:10]([CH2:11][N:12]([C:28]3[CH:29]=[CH:30][C:31]([OH:38])=[C:32]([CH:37]=3)[C:33]([O:35]C)=[O:34])[C:13](=[O:27])[C:14]3[CH:19]=[CH:18][C:17]([O:20][C:21]4[CH:26]=[CH:25][CH:24]=[CH:23][CH:22]=4)=[CH:16][CH:15]=3)=[CH:9][CH:8]=2)[CH2:6][CH2:5][CH2:4][CH2:3][CH2:2]1. Given the product [CH:1]1([C:7]2[CH:40]=[CH:39][C:10]([CH2:11][N:12]([C:28]3[CH:29]=[CH:30][C:31]([OH:38])=[C:32]([CH:37]=3)[C:33]([OH:35])=[O:34])[C:13](=[O:27])[C:14]3[CH:19]=[CH:18][C:17]([O:20][C:21]4[CH:26]=[CH:25][CH:24]=[CH:23][CH:22]=4)=[CH:16][CH:15]=3)=[CH:9][CH:8]=2)[CH2:6][CH2:5][CH2:4][CH2:3][CH2:2]1, predict the reactants needed to synthesize it. (3) Given the product [OH:25][CH2:26][C:27]1[CH:32]=[CH:31][C:30]([C:2]2[CH:7]=[CH:6][C:5]([CH:8]([C:19]3[CH:24]=[CH:23][CH:22]=[CH:21][CH:20]=3)[CH2:9]/[C:10](/[C:13]3[CH:18]=[CH:17][N:16]=[CH:15][CH:14]=3)=[N:11]\[OH:12])=[CH:4][CH:3]=2)=[CH:29][CH:28]=1, predict the reactants needed to synthesize it. The reactants are: Br[C:2]1[CH:7]=[CH:6][C:5]([CH:8]([C:19]2[CH:24]=[CH:23][CH:22]=[CH:21][CH:20]=2)[CH2:9]/[C:10](/[C:13]2[CH:18]=[CH:17][N:16]=[CH:15][CH:14]=2)=[N:11]\[OH:12])=[CH:4][CH:3]=1.[OH:25][CH2:26][C:27]1[CH:32]=[CH:31][C:30](B(O)O)=[CH:29][CH:28]=1. (4) Given the product [CH3:12][O:11][C:4]1[N:3]=[C:2]([CH2:19][NH:20][CH2:21][CH2:22][OH:23])[C:7]([N+:8]([O-:10])=[O:9])=[CH:6][CH:5]=1, predict the reactants needed to synthesize it. The reactants are: Cl[C:2]1[C:7]([N+:8]([O-:10])=[O:9])=[CH:6][CH:5]=[C:4]([O:11][CH3:12])[N:3]=1.O1CCOCC1.[CH3:19][NH:20][CH2:21][CH2:22][OH:23]. (5) Given the product [C:17]1([NH:16][S:12]([C:3]2[C:4]([Cl:11])=[CH:5][CH:6]=[C:7]([N+:8]([O-:10])=[O:9])[C:2]=2[Cl:1])(=[O:14])=[O:13])[CH:22]=[CH:21][CH:20]=[CH:19][CH:18]=1, predict the reactants needed to synthesize it. The reactants are: [Cl:1][C:2]1[C:7]([N+:8]([O-:10])=[O:9])=[CH:6][CH:5]=[C:4]([Cl:11])[C:3]=1[S:12](Cl)(=[O:14])=[O:13].[NH2:16][C:17]1[CH:22]=[CH:21][CH:20]=[CH:19][CH:18]=1.C(N(CC)CC)C. (6) The reactants are: [OH:1][CH:2]1[CH2:6][CH2:5][CH:4]([C:7]2[C:11]3[CH2:12][N:13](C(OC(C)(C)C)=O)[CH2:14][CH2:15][C:10]=3[N:9](COCC[Si](C)(C)C)[N:8]=2)[CH2:3]1.Cl.O1CCOCC1. Given the product [NH:9]1[C:10]2[CH2:15][CH2:14][NH:13][CH2:12][C:11]=2[C:7]([CH:4]2[CH2:5][CH2:6][CH:2]([OH:1])[CH2:3]2)=[N:8]1, predict the reactants needed to synthesize it. (7) Given the product [F:19][C:20]1[CH:21]=[CH:22][C:23]([CH2:24][NH:25][C:26](=[O:27])[C:28]2[CH:33]=[CH:32][C:31]([S:34]([N:6]3[C:7]4[C:12](=[CH:11][CH:10]=[CH:9][CH:8]=4)[C:4]([CH:1]([CH3:3])[CH3:2])=[CH:5]3)(=[O:35])=[O:36])=[CH:30][CH:29]=2)=[CH:38][CH:39]=1, predict the reactants needed to synthesize it. The reactants are: [CH:1]([C:4]1[C:12]2[C:7](=[CH:8][CH:9]=[CH:10][CH:11]=2)[NH:6][CH:5]=1)([CH3:3])[CH3:2].CC(C)([O-])C.[K+].[F:19][C:20]1[CH:39]=[CH:38][C:23]([CH2:24][NH:25][C:26]([C:28]2[CH:33]=[CH:32][C:31]([S:34](Cl)(=[O:36])=[O:35])=[CH:30][CH:29]=2)=[O:27])=[CH:22][CH:21]=1.C(OC(C)=O)C.O. (8) Given the product [Br:1][C:2]1[CH:3]=[C:4]([N:13]2[CH2:14][CH2:15][CH:11]([N:10]([CH3:16])[CH3:9])[CH2:12]2)[CH:5]=[CH:6][CH:7]=1, predict the reactants needed to synthesize it. The reactants are: [Br:1][C:2]1[CH:7]=[CH:6][CH:5]=[C:4](I)[CH:3]=1.[CH3:9][N:10]([CH3:16])[CH:11]1[CH2:15][CH2:14][NH:13][CH2:12]1.C(O)CO.